This data is from Forward reaction prediction with 1.9M reactions from USPTO patents (1976-2016). The task is: Predict the product of the given reaction. Given the reactants [O-]CC.[Na+].[CH2:5]([C:9]([NH2:11])=[O:10])[C:6]([NH2:8])=[NH:7].Cl.Br[CH:14]([CH3:24])[C:15]([C:17]1[CH:22]=[CH:21][C:20]([Br:23])=[CH:19][CH:18]=1)=O, predict the reaction product. The product is: [NH2:7][C:6]1[NH:8][C:15]([C:17]2[CH:22]=[CH:21][C:20]([Br:23])=[CH:19][CH:18]=2)=[C:14]([CH3:24])[C:5]=1[C:9]([NH2:11])=[O:10].